From a dataset of Reaction yield outcomes from USPTO patents with 853,638 reactions. Predict the reaction yield, written as a fraction of the theoretical maximum amount of product (1.0 means a 100% yield; for example, 0.34 means a 34% yield). (1) The reactants are [C:1]([O:20][C:21]([CH3:24])([CH3:23])[CH3:22])(=[O:19])[CH2:2][CH2:3][CH2:4][CH2:5][CH2:6][CH2:7][CH2:8][CH2:9][CH2:10][CH2:11][CH2:12][CH2:13][CH2:14][CH2:15]C([O-])=O.C([N:27]([CH2:30]C)CC)C.C([O-])=[O:33].[N-]=[N+]=[N-].[Na+]. The catalyst is O1CCCC1.C1(C)C=CC=CC=1. The product is [C:21]([O:20][C:1](=[O:19])[CH2:2][CH2:3][CH2:4][CH2:5][CH2:6][CH2:7][CH2:8][CH2:9][CH2:10][CH2:11][CH2:12][CH2:13][CH2:14][CH2:15][N:27]=[C:30]=[O:33])([CH3:22])([CH3:23])[CH3:24]. The yield is 0.980. (2) The reactants are [C:1](=O)([O-])[O-].[Cs+].[Cs+].CB(O)O.ClCCl.[CH:14]([O:17][C:18]([N:20]1[C:26]2[C:27]3[CH2:28][CH2:29][CH2:30][C:31]=3[C:32](Br)=[CH:33][C:25]=2[C@@H:24]([NH:35][CH2:36][C:37]2[CH:42]=[C:41]([C:43]([F:46])([F:45])[F:44])[CH:40]=[C:39]([C:47]([F:50])([F:49])[F:48])[CH:38]=2)[CH2:23][CH2:22][CH2:21]1)=[O:19])([CH3:16])[CH3:15]. The catalyst is O1CCOCC1. The product is [CH:14]([O:17][C:18]([N:20]1[C:26]2[C:27]3[CH2:28][CH2:29][CH2:30][C:31]=3[C:32]([CH3:1])=[CH:33][C:25]=2[C@@H:24]([NH:35][CH2:36][C:37]2[CH:42]=[C:41]([C:43]([F:46])([F:45])[F:44])[CH:40]=[C:39]([C:47]([F:50])([F:49])[F:48])[CH:38]=2)[CH2:23][CH2:22][CH2:21]1)=[O:19])([CH3:16])[CH3:15]. The yield is 0.800. (3) The product is [CH3:11][O:12][C:13]([C:15]1[S:16][C:17]([Br:31])=[CH:18][C:19]=1[N:20]([CH:21]1[CH2:22][CH2:23][C:24]2([O:28][CH2:27][CH2:26][O:25]2)[CH2:29][CH2:30]1)[C:8]([C@H:5]1[CH2:6][CH2:7][C@H:2]([CH3:1])[CH2:3][CH2:4]1)=[O:9])=[O:14]. The reactants are [CH3:1][C@H:2]1[CH2:7][CH2:6][C@H:5]([C:8](Cl)=[O:9])[CH2:4][CH2:3]1.[CH3:11][O:12][C:13]([C:15]1[S:16][C:17]([Br:31])=[CH:18][C:19]=1[NH:20][CH:21]1[CH2:30][CH2:29][C:24]2([O:28][CH2:27][CH2:26][O:25]2)[CH2:23][CH2:22]1)=[O:14].N1C=CC=CC=1.CO. The catalyst is C1(C)C=CC=CC=1. The yield is 0.320. (4) The reactants are [F:1][C:2]([C:12]1[CH:17]=[CH:16][C:15](I)=[CH:14][CH:13]=1)([CH3:11])[CH2:3][NH:4][S:5]([CH:8]([CH3:10])[CH3:9])(=[O:7])=[O:6].[N:19]1[CH:24]=[CH:23][CH:22]=[CH:21][C:20]=1B(O)O.C(=O)([O-])[O-].[K+].[K+].O1CCOCC1.O. The catalyst is O. The product is [F:1][C:2]([C:12]1[CH:17]=[CH:16][C:15]([C:21]2[CH:20]=[N:19][CH:24]=[CH:23][CH:22]=2)=[CH:14][CH:13]=1)([CH3:11])[CH2:3][NH:4][S:5]([CH:8]([CH3:10])[CH3:9])(=[O:7])=[O:6]. The yield is 0.720. (5) The reactants are Br[C:2]1[N:6]2[N:7]=[CH:8][C:9]([C:11]([CH3:14])([CH3:13])[CH3:12])=[N:10][C:5]2=[N:4][CH:3]=1.[F:15][C:16]1[CH:21]=[CH:20][C:19](B2OC(C)(C)C(C)(C)O2)=[CH:18][C:17]=1[C:31]1[CH:32]=[N:33][CH:34]=[CH:35][CH:36]=1. No catalyst specified. The product is [C:11]([C:9]1[CH:8]=[N:7][N:6]2[C:2]([C:19]3[CH:20]=[CH:21][C:16]([F:15])=[C:17]([C:31]4[CH:32]=[N:33][CH:34]=[CH:35][CH:36]=4)[CH:18]=3)=[CH:3][N:4]=[C:5]2[N:10]=1)([CH3:14])([CH3:13])[CH3:12]. The yield is 0.480.